From a dataset of Forward reaction prediction with 1.9M reactions from USPTO patents (1976-2016). Predict the product of the given reaction. Given the reactants [C:1]1([C:7]2[C:16]([N:17]3[CH2:22][CH2:21][NH:20][CH2:19][CH2:18]3)=[N:15][C:14]3[C:9](=[CH:10][CH:11]=[C:12]([C:23]([O:25]C)=[O:24])[CH:13]=3)[N:8]=2)[CH:6]=[CH:5][CH:4]=[CH:3][CH:2]=1.[OH-].[Na+], predict the reaction product. The product is: [C:1]1([C:7]2[C:16]([N:17]3[CH2:18][CH2:19][NH:20][CH2:21][CH2:22]3)=[N:15][C:14]3[C:9](=[CH:10][CH:11]=[C:12]([C:23]([OH:25])=[O:24])[CH:13]=3)[N:8]=2)[CH:2]=[CH:3][CH:4]=[CH:5][CH:6]=1.